Predict the reaction yield, written as a fraction of the theoretical maximum amount of product (1.0 means a 100% yield; for example, 0.34 means a 34% yield). From a dataset of Reaction yield outcomes from USPTO patents with 853,638 reactions. The reactants are [Cl-].O[NH3+:3].[C:4](=[O:7])([O-])[OH:5].[Na+].CS(C)=O.[CH2:13]([C:17]1[N:18]=[C:19]([CH3:47])[N:20]([CH2:39][C:40]2[CH:45]=[CH:44][C:43]([CH3:46])=[CH:42][N:41]=2)[C:21](=[O:38])[C:22]=1[CH2:23][C:24]1[CH:29]=[CH:28][C:27]([C:30]2[C:31]([C:36]#[N:37])=[CH:32][CH:33]=[CH:34][CH:35]=2)=[CH:26][CH:25]=1)[CH2:14][CH2:15][CH3:16]. The catalyst is C(OCC)(=O)C. The product is [CH2:13]([C:17]1[N:18]=[C:19]([CH3:47])[N:20]([CH2:39][C:40]2[CH:45]=[CH:44][C:43]([CH3:46])=[CH:42][N:41]=2)[C:21](=[O:38])[C:22]=1[CH2:23][C:24]1[CH:25]=[CH:26][C:27]([C:30]2[CH:35]=[CH:34][CH:33]=[CH:32][C:31]=2[C:36]2[NH:3][C:4](=[O:7])[O:5][N:37]=2)=[CH:28][CH:29]=1)[CH2:14][CH2:15][CH3:16]. The yield is 0.630.